From a dataset of Catalyst prediction with 721,799 reactions and 888 catalyst types from USPTO. Predict which catalyst facilitates the given reaction. Reactant: [Cl:1][C:2]1[CH:24]=[CH:23][C:5]([C:6]([C:8]2[CH:9]=[C:10]3[C:15](=[CH:16][CH:17]=2)[N:14]([CH3:18])[C:13](=[O:19])[CH:12]=[C:11]3[C:20]([NH2:22])=O)=[O:7])=[CH:4][CH:3]=1. Product: [Cl:1][C:2]1[CH:3]=[CH:4][C:5]([C:6]([C:8]2[CH:9]=[C:10]3[C:15](=[CH:16][CH:17]=2)[N:14]([CH3:18])[C:13](=[O:19])[CH:12]=[C:11]3[C:20]#[N:22])=[O:7])=[CH:23][CH:24]=1. The catalyst class is: 286.